From a dataset of Catalyst prediction with 721,799 reactions and 888 catalyst types from USPTO. Predict which catalyst facilitates the given reaction. (1) Reactant: Cl[C:2]1[CH:7]=[CH:6][C:5]([N+:8]([O-:10])=[O:9])=[CH:4][N:3]=1.[NH2:11][CH2:12][CH2:13][NH:14][C:15]1[N:20]=[C:19]([C:21]2[CH:26]=[CH:25][C:24]([Cl:27])=[CH:23][C:22]=2[Cl:28])[C:18]([CH2:29][OH:30])=[CH:17][N:16]=1. Product: [Cl:28][C:22]1[CH:23]=[C:24]([Cl:27])[CH:25]=[CH:26][C:21]=1[C:19]1[C:18]([CH2:29][OH:30])=[CH:17][N:16]=[C:15]([NH:14][CH2:13][CH2:12][NH:11][C:2]2[CH:7]=[CH:6][C:5]([N+:8]([O-:10])=[O:9])=[CH:4][N:3]=2)[N:20]=1. The catalyst class is: 100. (2) Reactant: [Br:1][C:2]1[S:3][C:4]([Cl:9])=[CH:5][C:6]=1[CH:7]=[O:8].[Cl:10][C:11]1[CH:12]=[C:13]([Mg]Br)[CH:14]=[CH:15][CH:16]=1. Product: [Br:1][C:2]1[S:3][C:4]([Cl:9])=[CH:5][C:6]=1[CH:7]([C:15]1[CH:14]=[CH:13][CH:12]=[C:11]([Cl:10])[CH:16]=1)[OH:8]. The catalyst class is: 116. (3) Reactant: Cl.[Br:2][C:3]1[CH:8]=[CH:7][C:6]([CH2:9][CH2:10][C:11]([OH:13])=[O:12])=[CH:5][CH:4]=1.O1CCOC[CH2:15]1. Product: [Br:2][C:3]1[CH:4]=[CH:5][C:6]([CH2:9][CH2:10][C:11]([O:13][CH3:15])=[O:12])=[CH:7][CH:8]=1. The catalyst class is: 5. (4) Reactant: [Cl:1][C:2]1[CH:7]=[C:6](Br)[CH:5]=[C:4]([Br:9])[CH:3]=1.[NH2:10][C:11]1[CH:12]=[N:13][CH:14]=[N:15][CH:16]=1.C([O-])([O-])=O.[Cs+].[Cs+].C1(P(C2C=CC=CC=2)C2C3OC4C(=CC=CC=4P(C4C=CC=CC=4)C4C=CC=CC=4)C(C)(C)C=3C=CC=2)C=CC=CC=1. Product: [Br:9][C:4]1[CH:5]=[C:6]([NH:10][C:11]2[CH:12]=[N:13][CH:14]=[N:15][CH:16]=2)[CH:7]=[C:2]([Cl:1])[CH:3]=1. The catalyst class is: 187. (5) Reactant: [OH-].[Na+].[O:3]=[C:4]1[NH:13][C:12]2[N:11]=[CH:10][CH:9]=[C:8]([O:14][C:15]3[CH:16]=[CH:17][C:18]4[O:22][C@@H:21]5[C@@H:23]([C:24]([O:26]CC)=[O:25])[C@@H:20]5[C:19]=4[CH:29]=3)[C:7]=2[CH2:6][CH2:5]1. Product: [O:3]=[C:4]1[NH:13][C:12]2[N:11]=[CH:10][CH:9]=[C:8]([O:14][C:15]3[CH:16]=[CH:17][C:18]4[O:22][C@@H:21]5[C@@H:23]([C:24]([OH:26])=[O:25])[C@@H:20]5[C:19]=4[CH:29]=3)[C:7]=2[CH2:6][CH2:5]1. The catalyst class is: 8. (6) The catalyst class is: 235. Reactant: [Br:1][C:2]1[CH:7]=[CH:6][C:5](I)=[C:4]([O:9][CH3:10])[CH:3]=1.C(#N)C.[C:14]([Si:16]([CH3:19])([CH3:18])[CH3:17])#[CH:15]. Product: [Br:1][C:2]1[CH:7]=[CH:6][C:5]([C:15]#[C:14][Si:16]([CH3:19])([CH3:18])[CH3:17])=[C:4]([O:9][CH3:10])[CH:3]=1. (7) Reactant: [Cl:1][C:2]1[C:3]([CH3:21])=[C:4]([CH:19]=[O:20])[C:5]([C:11]2[CH:16]=[C:15]([F:17])[CH:14]=[C:13]([F:18])[CH:12]=2)=[C:6]([CH:8]([OH:10])[CH3:9])[CH:7]=1.[OH-].[Na+].O.OO.NC(N)=[O:29].Cl. Product: [Cl:1][C:2]1[C:3]([CH3:21])=[C:4]([C:19]([OH:29])=[O:20])[C:5]([C:11]2[CH:16]=[C:15]([F:17])[CH:14]=[C:13]([F:18])[CH:12]=2)=[C:6]([CH:8]([OH:10])[CH3:9])[CH:7]=1. The catalyst class is: 5. (8) Reactant: [F:1][C:2]([F:21])([F:20])[C:3]1[CH:8]=[CH:7][C:6]([CH:9]2[CH2:14][C:13](=[O:15])[NH:12][C:11]([CH3:16])=[C:10]2[C:17](O)=[O:18])=[CH:5][CH:4]=1.[NH2:22][C:23]1[CH:24]=[C:25]2[C:29](=[CH:30][CH:31]=1)[NH:28][N:27]=[C:26]2[CH3:32].C(Cl)CCl.CCN(CC)CC. Product: [CH3:16][C:11]1[NH:12][C:13](=[O:15])[CH2:14][CH:9]([C:6]2[CH:5]=[CH:4][C:3]([C:2]([F:20])([F:21])[F:1])=[CH:8][CH:7]=2)[C:10]=1[C:17]([NH:22][C:23]1[CH:24]=[C:25]2[C:29](=[CH:30][CH:31]=1)[NH:28][N:27]=[C:26]2[CH3:32])=[O:18]. The catalyst class is: 861. (9) Reactant: [Br:1][C:2]1[C:10]([F:11])=[CH:9][CH:8]=[C:7]2[C:3]=1[CH2:4][CH2:5][CH:6]2O.CC1C=CC(S(O)(=O)=O)=CC=1. Product: [Br:1][C:2]1[C:10]([F:11])=[CH:9][CH:8]=[C:7]2[C:3]=1[CH2:4][CH:5]=[CH:6]2. The catalyst class is: 11.